Dataset: Peptide-MHC class I binding affinity with 185,985 pairs from IEDB/IMGT. Task: Regression. Given a peptide amino acid sequence and an MHC pseudo amino acid sequence, predict their binding affinity value. This is MHC class I binding data. The binding affinity (normalized) is 0.0847. The peptide sequence is YRNFSFSLK. The MHC is HLA-A02:03 with pseudo-sequence HLA-A02:03.